From a dataset of Full USPTO retrosynthesis dataset with 1.9M reactions from patents (1976-2016). Predict the reactants needed to synthesize the given product. The reactants are: [CH3:1][O:2][C:3]1[CH:4]=[C:5]2[C:9](=[CH:10][C:11]=1[O:12][CH2:13][CH2:14][O:15][CH3:16])[N:8]([CH3:17])[CH:7]=[C:6]2[C:18]1[N:26](S(C2C=CC(C)=CC=2)(=O)=O)[C:21]2=[N:22][CH:23]=[CH:24][CH:25]=[C:20]2[CH:19]=1.[OH-].[K+]. Given the product [CH3:1][O:2][C:3]1[CH:4]=[C:5]2[C:9](=[CH:10][C:11]=1[O:12][CH2:13][CH2:14][O:15][CH3:16])[N:8]([CH3:17])[CH:7]=[C:6]2[C:18]1[NH:26][C:21]2=[N:22][CH:23]=[CH:24][CH:25]=[C:20]2[CH:19]=1, predict the reactants needed to synthesize it.